Dataset: Forward reaction prediction with 1.9M reactions from USPTO patents (1976-2016). Task: Predict the product of the given reaction. (1) The product is: [O:27]1[CH2:28][CH2:29][CH2:30][CH2:31][CH:26]1[O:25][CH2:24][CH2:23][O:22][C:19]1[CH:18]=[CH:17][C:16]([N:13]2[C:12]3[CH:32]=[CH:33][C:9]([OH:8])=[CH:10][C:11]=3[N:15]=[CH:14]2)=[CH:21][CH:20]=1. Given the reactants [Si]([O:8][C:9]1[CH:33]=[CH:32][C:12]2[N:13]([C:16]3[CH:21]=[CH:20][C:19]([O:22][CH2:23][CH2:24][O:25][CH:26]4[CH2:31][CH2:30][CH2:29][CH2:28][O:27]4)=[CH:18][CH:17]=3)[CH:14]=[N:15][C:11]=2[CH:10]=1)(C(C)(C)C)(C)C.[F-].C([N+](CCCC)(CCCC)CCCC)CCC.O1CCCC1, predict the reaction product. (2) Given the reactants [NH2:1][C:2]1[CH:11]=[C:10]2[C:5]([CH:6]=[CH:7][N:8]=[CH:9]2)=[CH:4][CH:3]=1.[C:12]1([C:21]2[CH:26]=[CH:25][CH:24]=[CH:23][CH:22]=2)[CH:17]=[CH:16][C:15]([C:18](O)=[O:19])=[CH:14][CH:13]=1.Cl.CN(C)CCCN=C=NCC, predict the reaction product. The product is: [CH:9]1[C:10]2[C:5](=[CH:4][CH:3]=[C:2]([NH:1][C:18]([C:15]3[CH:16]=[CH:17][C:12]([C:21]4[CH:22]=[CH:23][CH:24]=[CH:25][CH:26]=4)=[CH:13][CH:14]=3)=[O:19])[CH:11]=2)[CH:6]=[CH:7][N:8]=1.